This data is from Catalyst prediction with 721,799 reactions and 888 catalyst types from USPTO. The task is: Predict which catalyst facilitates the given reaction. (1) The catalyst class is: 35. Product: [CH2:1]([O:5][C:6]1[C:15]2[C:10](=[CH:11][CH:12]=[C:13]([C:16]([N:35]([O:36][CH3:37])[CH3:34])=[O:17])[CH:14]=2)[C:9](=[O:19])[N:8]([CH2:20][CH:21]([CH3:22])[CH3:23])[C:7]=1[CH2:24][NH:25][C:26](=[O:27])[O:28][C:29]([CH3:32])([CH3:30])[CH3:31])[CH2:2][CH2:3][CH3:4]. Reactant: [CH2:1]([O:5][C:6]1[C:15]2[C:10](=[CH:11][CH:12]=[C:13]([C:16](O)=[O:17])[CH:14]=2)[C:9](=[O:19])[N:8]([CH2:20][CH:21]([CH3:23])[CH3:22])[C:7]=1[CH2:24][NH:25][C:26]([O:28][C:29]([CH3:32])([CH3:31])[CH3:30])=[O:27])[CH2:2][CH2:3][CH3:4].Cl.[CH3:34][NH:35][O:36][CH3:37].Cl.C(N=C=NCCCN(C)C)C.ON1C2C=CC=CC=2N=N1.C(N(CC)CC)C. (2) Reactant: [Cl:1][C:2]1[C:7]([S:8]([CH3:11])(=[O:10])=[O:9])=[CH:6][CH:5]=[CH:4][C:3]=1[C:12]1[CH:17]=[CH:16][N:15]=[CH:14][CH:13]=1.I[CH2:19][CH2:20][CH3:21].[BH4-].[Na+]. Product: [Cl:1][C:2]1[C:7]([S:8]([CH3:11])(=[O:10])=[O:9])=[CH:6][CH:5]=[CH:4][C:3]=1[C:12]1[CH2:13][CH2:14][N:15]([CH2:19][CH2:20][CH3:21])[CH2:16][CH:17]=1. The catalyst class is: 813. (3) Reactant: C(NC(C)C)(C)C.[CH2:8]([Li])[CH2:9][CH2:10][CH3:11].[CH3:13][CH2:14][CH2:15][CH2:16][CH2:17][CH3:18].Cl[Si](C)(C)C.[OH-:24].[Na+].Cl.[O:27]1[CH2:31]C[CH2:29][CH2:28]1. Product: [CH:14]([C:15]1([CH2:29][C:28]([O:27][CH3:31])=[O:24])[CH2:11][CH2:10][CH2:9][CH2:8][CH2:18][CH2:17][CH2:16]1)=[CH2:13]. The catalyst class is: 5. (4) Reactant: [OH-].[Na+].C[O:4][C:5]([C:7]1[CH:8]=[C:9]2[C:13](=[CH:14][C:15]=1[OH:16])[NH:12][N:11]=[C:10]2[CH2:17][C:18]1[CH:23]=[CH:22][CH:21]=[C:20]([CH3:24])[CH:19]=1)=[O:6]. Product: [C:5]([C:7]1[CH:8]=[C:9]2[C:13](=[CH:14][C:15]=1[OH:16])[NH:12][N:11]=[C:10]2[CH2:17][C:18]1[CH:23]=[CH:22][CH:21]=[C:20]([CH3:24])[CH:19]=1)([OH:6])=[O:4]. The catalyst class is: 12. (5) Reactant: [Cl:1][C:2]1[CH:7]=[CH:6][CH:5]=[C:4]([Cl:8])[C:3]=1[NH:9][C:10]1[S:11][C:12]2[N:13]=[C:14](SC)[N:15]=[C:16]([NH:19][C:20]3[CH:25]=[CH:24][C:23]([C:26]([F:29])([F:28])[F:27])=[CH:22][CH:21]=3)[C:17]=2[N:18]=1.O[O:33][S:34]([O-:36])=O.[K+].[CH2:38]1COCC1. Product: [Cl:8][C:4]1[CH:5]=[CH:6][CH:7]=[C:2]([Cl:1])[C:3]=1[NH:9][C:10]1[S:11][C:12]2[N:13]=[C:14]([S:34]([CH3:38])(=[O:36])=[O:33])[N:15]=[C:16]([NH:19][C:20]3[CH:25]=[CH:24][C:23]([C:26]([F:29])([F:28])[F:27])=[CH:22][CH:21]=3)[C:17]=2[N:18]=1. The catalyst class is: 24. (6) Reactant: [F:1][C:2]([F:27])([F:26])[CH2:3][N:4]1[CH2:9][C:8]2([CH2:14][CH2:13][N:12]([C:15]([O:17][C:18]([CH3:21])([CH3:20])[CH3:19])=[O:16])[CH2:11][CH2:10]2)[O:7][CH:6]([C:22]([O:24]C)=[O:23])[CH2:5]1.[Li+].[OH-].C(O)(=O)C.C1(C)C=CC=CC=1. Product: [C:18]([O:17][C:15]([N:12]1[CH2:11][CH2:10][C:8]2([O:7][CH:6]([C:22]([OH:24])=[O:23])[CH2:5][N:4]([CH2:3][C:2]([F:27])([F:1])[F:26])[CH2:9]2)[CH2:14][CH2:13]1)=[O:16])([CH3:21])([CH3:19])[CH3:20]. The catalyst class is: 24.